From a dataset of Full USPTO retrosynthesis dataset with 1.9M reactions from patents (1976-2016). Predict the reactants needed to synthesize the given product. (1) Given the product [CH2:9]([O:8][C:6]([C:5]1[C:11](=[O:12])[N:18]2[C:17]([CH:22]=[CH:21][CH:20]=[CH:19]2)=[CH:16][CH:4]=1)=[O:7])[CH3:10], predict the reactants needed to synthesize it. The reactants are: C(O[CH:4]([CH2:16][C:17]1[CH:22]=[CH:21][CH:20]=[CH:19][N:18]=1)[CH:5]([C:11](OCC)=[O:12])[C:6]([O:8][CH2:9][CH3:10])=[O:7])C.C1(OC2C=CC=CC=2)C=CC=CC=1. (2) Given the product [C:1]([C:9]1[CH:10]=[C:11]([CH:15]=[CH:16][CH:17]=1)[C:12]([O:14][CH2:23][CH3:24])=[O:13])(=[O:8])[C:2]1[CH:3]=[CH:4][CH:5]=[CH:6][CH:7]=1, predict the reactants needed to synthesize it. The reactants are: [C:1]([C:9]1[CH:10]=[C:11]([CH:15]=[CH:16][CH:17]=1)[C:12]([OH:14])=[O:13])(=[O:8])[C:2]1[CH:7]=[CH:6][CH:5]=[CH:4][CH:3]=1.S(=O)(=O)(O)O.[CH2:23](O)[CH3:24]. (3) Given the product [NH:5]1[CH:6]=[C:2]([C:31]2[CH:32]=[CH:33][C:34]([CH3:37])=[N:35][CH:36]=2)[N:3]=[CH:4]1, predict the reactants needed to synthesize it. The reactants are: I[C:2]1[N:3]=[CH:4][N:5](C(C2C=CC=CC=2)(C2C=CC=CC=2)C2C=CC=CC=2)[CH:6]=1.C([Mg]Br)C.Br[C:31]1[CH:32]=[CH:33][C:34]([CH3:37])=[N:35][CH:36]=1. (4) Given the product [Cl:37][C:6]1[C:7]2[C:8](=[O:9])[N:10]([C:14]3[CH:19]=[C:18]([CH3:20])[C:17]([N:21]4[C:25]5[CH:26]=[CH:27][CH:28]=[CH:29][C:24]=5[N:23]([CH2:30][C:31]([F:32])([F:33])[F:34])[C:22]4=[O:35])=[C:16]([CH3:36])[CH:15]=3)[CH2:11][CH2:12][O:13][C:2]=2[N:3]=[CH:4][N:5]=1, predict the reactants needed to synthesize it. The reactants are: Cl[C:2]1[C:7]([C:8]([N:10]([C:14]2[CH:19]=[C:18]([CH3:20])[C:17]([N:21]3[C:25]4[CH:26]=[CH:27][CH:28]=[CH:29][C:24]=4[N:23]([CH2:30][C:31]([F:34])([F:33])[F:32])[C:22]3=[O:35])=[C:16]([CH3:36])[CH:15]=2)[CH2:11][CH2:12][OH:13])=[O:9])=[C:6]([Cl:37])[N:5]=[CH:4][N:3]=1.C([O-])(O)=O.[Na+]. (5) Given the product [O:1]=[C:2]1[NH:8][C:7]2[C:9]3[C:14]([CH:15]=[CH:16][C:6]=2[N:5]([C:17]2[CH:22]=[CH:21][C:20]([N:23]([CH2:38][CH2:39][OH:40])[S:24]([C:27]4[CH:32]=[CH:31][CH:30]=[CH:29][C:28]=4[N+:33]([O-:35])=[O:34])(=[O:26])=[O:25])=[CH:19][CH:18]=2)[C:4](=[O:36])[CH2:3]1)=[CH:13][CH:12]=[CH:11][CH:10]=3, predict the reactants needed to synthesize it. The reactants are: [O:1]=[C:2]1[NH:8][C:7]2[C:9]3[C:14]([CH:15]=[CH:16][C:6]=2[N:5]([C:17]2[CH:22]=[CH:21][C:20]([NH:23][S:24]([C:27]4[CH:32]=[CH:31][CH:30]=[CH:29][C:28]=4[N+:33]([O-:35])=[O:34])(=[O:26])=[O:25])=[CH:19][CH:18]=2)[C:4](=[O:36])[CH2:3]1)=[CH:13][CH:12]=[CH:11][CH:10]=3.I[CH2:38][CH2:39][OH:40].